Dataset: Full USPTO retrosynthesis dataset with 1.9M reactions from patents (1976-2016). Task: Predict the reactants needed to synthesize the given product. (1) Given the product [CH2:38]([O:45][C:36](=[O:19])[NH:32][C:6]1[CH:5]=[N:4][C:3]([CH3:11])=[C:2]([F:1])[CH:10]=1)[C:39]1[CH:44]=[CH:43][CH:42]=[CH:41][CH:40]=1, predict the reactants needed to synthesize it. The reactants are: [F:1][C:2]1[C:3]([CH3:11])=[N:4][CH:5]=[C:6]([CH:10]=1)C(O)=O.C1(P(N=[N+]=[N-])(C2C=CC=CC=2)=[O:19])C=CC=CC=1.C([N:32]([CH2:36]C)C(C)C)(C)C.[CH2:38]([OH:45])[C:39]1[CH:44]=[CH:43][CH:42]=[CH:41][CH:40]=1. (2) Given the product [CH2:21]([C:3]1[C:2]([OH:1])=[CH:7][C:6]([OH:8])=[C:5]([C:9]2[CH:14]=[CH:13][CH:12]=[C:11]([O:15][CH3:16])[CH:10]=2)[C:4]=1[CH2:17][CH2:18][O:19][CH3:20])[CH3:22], predict the reactants needed to synthesize it. The reactants are: [OH:1][C:2]1[CH:7]=[C:6]([OH:8])[C:5]([C:9]2[CH:14]=[CH:13][CH:12]=[C:11]([O:15][CH3:16])[CH:10]=2)=[C:4]([CH2:17][CH2:18][O:19][CH3:20])[C:3]=1[C:21](=O)[CH3:22].C(N(CC)CC)C.C(Cl)(=O)OC.[BH4-].[Na+].Cl. (3) Given the product [CH:1]1([C:4]2[O:5][CH:6]=[C:7]([CH:9]=[O:10])[N:8]=2)[CH2:3][CH2:2]1, predict the reactants needed to synthesize it. The reactants are: [CH:1]1([C:4]2[O:5][CH:6]=[C:7]([C:9](N(OC)C)=[O:10])[N:8]=2)[CH2:3][CH2:2]1.[H-].C([Al+]CC(C)C)C(C)C. (4) Given the product [CH3:3][O:4][C:5]1[C:14]([N+:15]([O-:17])=[O:16])=[CH:13][CH:12]=[CH:11][C:6]=1[C:7]([OH:9])=[O:8], predict the reactants needed to synthesize it. The reactants are: [OH-].[Na+].[CH3:3][O:4][C:5]1[C:14]([N+:15]([O-:17])=[O:16])=[CH:13][CH:12]=[CH:11][C:6]=1[C:7]([O:9]C)=[O:8]. (5) The reactants are: [F:1][C:2]([F:14])([F:13])[C:3]1[CH:4]=[C:5]([CH2:9][C:10]([OH:12])=O)[CH:6]=[CH:7][CH:8]=1.[NH2:15][CH:16]([CH2:24][CH3:25])[C:17]([O:19][CH2:20][CH:21]([CH3:23])[CH3:22])=[O:18]. Given the product [CH2:20]([O:19][C:17](=[O:18])[CH:16]([NH:15][C:10](=[O:12])[CH2:9][C:5]1[CH:6]=[CH:7][CH:8]=[C:3]([C:2]([F:1])([F:14])[F:13])[CH:4]=1)[CH2:24][CH3:25])[CH:21]([CH3:22])[CH3:23], predict the reactants needed to synthesize it. (6) Given the product [F:30][C:31]([F:36])([F:35])[C:32]([OH:34])=[O:33].[NH2:8][C@@H:9]1[C@H:13]([CH2:14][O:15][S:16]([CH3:19])(=[O:17])=[O:18])[CH2:12][N:11]([C:20]([O:22][CH2:23][C:24]2[CH:29]=[CH:28][CH:27]=[CH:26][CH:25]=2)=[O:21])[CH2:10]1, predict the reactants needed to synthesize it. The reactants are: C(OC([NH:8][C@@H:9]1[C@H:13]([CH2:14][O:15][S:16]([CH3:19])(=[O:18])=[O:17])[CH2:12][N:11]([C:20]([O:22][CH2:23][C:24]2[CH:29]=[CH:28][CH:27]=[CH:26][CH:25]=2)=[O:21])[CH2:10]1)=O)(C)(C)C.[F:30][C:31]([F:36])([F:35])[C:32]([OH:34])=[O:33]. (7) The reactants are: [F:1][C:2]1[C:7]([S:8][CH3:9])=[CH:6][CH:5]=[CH:4][C:3]=1[C:10]1[CH2:11][CH2:12][NH:13][CH2:14][CH:15]=1.C(N(CC)CC)C.Cl[C:24]([O:26][CH3:27])=[O:25]. Given the product [F:1][C:2]1[C:7]([S:8][CH3:9])=[CH:6][CH:5]=[CH:4][C:3]=1[C:10]1[CH2:15][CH2:14][N:13]([C:24]([O:26][CH3:27])=[O:25])[CH2:12][CH:11]=1, predict the reactants needed to synthesize it.